This data is from Forward reaction prediction with 1.9M reactions from USPTO patents (1976-2016). The task is: Predict the product of the given reaction. (1) Given the reactants [Br:1][C:2]1[CH:3]=[CH:4][C:5]([O:10][CH2:11][CH2:12]Br)=[C:6]([CH:9]=1)[CH:7]=[O:8].C([O-])([O-])=O.[K+].[K+].[Br:20][C:21]1[CH:22]=[C:23]([OH:27])[CH:24]=[CH:25][CH:26]=1, predict the reaction product. The product is: [Br:1][C:2]1[CH:3]=[CH:4][C:5]([O:10][CH2:11][CH2:12][O:27][C:23]2[CH:24]=[CH:25][CH:26]=[C:21]([Br:20])[CH:22]=2)=[C:6]([CH:9]=1)[CH:7]=[O:8]. (2) The product is: [N:13]1[CH:14]=[CH:15][C:10]([C:9]#[C:8][C:4]2[CH:3]=[C:2]([C:21]3[CH:26]=[N:25][CH:24]=[CH:23][N:22]=3)[CH:7]=[CH:6][CH:5]=2)=[CH:11][CH:12]=1. Given the reactants Br[C:2]1[CH:3]=[C:4]([C:8]#[C:9][C:10]2[CH:15]=[CH:14][N:13]=[CH:12][CH:11]=2)[CH:5]=[CH:6][CH:7]=1.C([Sn](CCCC)(CCCC)[C:21]1[CH:26]=[N:25][CH:24]=[CH:23][N:22]=1)CCC, predict the reaction product. (3) Given the reactants C([O:3][C:4](=O)[N:5]([C:14]1[CH:19]=[C:18]([O:20][CH2:21][CH:22]2[CH2:27][CH2:26][O:25][CH2:24][CH2:23]2)[N:17]=[C:16]([NH2:28])[C:15]=1[NH2:29])[CH2:6][C:7]1[CH:8]=[N:9][C:10]([CH3:13])=[CH:11][CH:12]=1)C, predict the reaction product. The product is: [NH2:28][C:16]1[C:15]2[NH:29][C:4](=[O:3])[N:5]([CH2:6][C:7]3[CH:8]=[N:9][C:10]([CH3:13])=[CH:11][CH:12]=3)[C:14]=2[CH:19]=[C:18]([O:20][CH2:21][CH:22]2[CH2:23][CH2:24][O:25][CH2:26][CH2:27]2)[N:17]=1. (4) Given the reactants Cl.[CH2:2]([NH:10][C:11](=[NH:25])[NH:12][C:13](=[N:17][CH2:18][C:19]1[CH:24]=[CH:23][CH:22]=[CH:21][CH:20]=1)[NH:14][CH2:15][CH3:16])[CH2:3][CH2:4][CH2:5][CH2:6][CH2:7][CH2:8][CH3:9].[CH2:26]([OH:28])[CH3:27].S(=O)(=O)(O)[OH:30].[CH3:34][C:35](C)=O, predict the reaction product. The product is: [C:26]([OH:30])(=[O:28])[CH3:27].[CH3:16][C:15]1([CH3:26])[NH:14][C:13]([N:17]([CH2:18][C:19]2[CH:24]=[CH:23][CH:22]=[CH:21][CH:20]=2)[CH2:34][CH3:35])=[N:12][C:11]([NH:10][CH2:2][CH2:3][CH2:4][CH2:5][CH2:6][CH2:7][CH2:8][CH3:9])=[N:25]1. (5) Given the reactants [CH2:1]([N:8]([CH2:18][C:19]1[CH:24]=[CH:23][CH:22]=[CH:21][CH:20]=1)[CH:9]1[CH2:12][CH:11]([C:13](OCC)=[O:14])[CH2:10]1)[C:2]1[CH:7]=[CH:6][CH:5]=[CH:4][CH:3]=1.[BH4-].[Li+], predict the reaction product. The product is: [CH2:18]([N:8]([CH2:1][C:2]1[CH:7]=[CH:6][CH:5]=[CH:4][CH:3]=1)[CH:9]1[CH2:10][CH:11]([CH2:13][OH:14])[CH2:12]1)[C:19]1[CH:20]=[CH:21][CH:22]=[CH:23][CH:24]=1. (6) The product is: [CH3:21][N:22]([CH2:29][C:30]1[CH:35]=[CH:34][C:33]([C:36]2[CH:41]=[CH:40][C:39]([S:42]([CH3:45])(=[O:44])=[O:43])=[CH:38][CH:37]=2)=[CH:32][N:31]=1)[CH:23]1[CH2:28][CH2:27][N:26]([C:9]([O:8][C@@H:2]2[CH2:3][C@H:4]3[CH2:7][C@@H:1]2[CH2:6][CH2:5]3)=[O:10])[CH2:25][CH2:24]1. Given the reactants [C@@H:1]12[CH2:7][C@@H:4]([CH2:5][CH2:6]1)[CH2:3][C@H:2]2[OH:8].[C:9](N1C=CN=C1)(N1C=CN=C1)=[O:10].[CH3:21][N:22]([CH2:29][C:30]1[CH:35]=[CH:34][C:33]([C:36]2[CH:41]=[CH:40][C:39]([S:42]([CH3:45])(=[O:44])=[O:43])=[CH:38][CH:37]=2)=[CH:32][N:31]=1)[CH:23]1[CH2:28][CH2:27][NH:26][CH2:25][CH2:24]1, predict the reaction product. (7) Given the reactants [F:1][C:2]1[CH:7]=[C:6]([I:8])[CH:5]=[CH:4][C:3]=1[NH:9][C:10]1[CH:15]=[C:14](F)[CH:13]=[C:12]([F:17])[C:11]=1[N+:18]([O-:20])=[O:19].[CH3:21][O-:22].[Na+], predict the reaction product. The product is: [F:1][C:2]1[CH:7]=[C:6]([I:8])[CH:5]=[CH:4][C:3]=1[NH:9][C:10]1[CH:15]=[C:14]([O:22][CH3:21])[CH:13]=[C:12]([F:17])[C:11]=1[N+:18]([O-:20])=[O:19].